This data is from Reaction yield outcomes from USPTO patents with 853,638 reactions. The task is: Predict the reaction yield, written as a fraction of the theoretical maximum amount of product (1.0 means a 100% yield; for example, 0.34 means a 34% yield). (1) The reactants are [C:1]1(C)[CH:6]=CC(S(O)(=O)=O)=C[CH:2]=1.[C@@H:12]1([N:21]2[C:30]3[N:29]=[CH:28][N:27]=[C:25]([NH2:26])[C:24]=3[N:23]=[CH:22]2)[O:20][C@H:17]([CH2:18][OH:19])[C@@H:15]([OH:16])[C@H:13]1[OH:14].COC(OC)(C)C.[OH-].[NH4+]. The catalyst is CC(C)=O.C(Cl)Cl.C(O)C. The product is [CH3:2][C:1]1([CH3:6])[O:14][C@@H:13]2[C@@H:15]([C@@H:17]([CH2:18][OH:19])[O:20][C@H:12]2[N:21]2[C:30]3[N:29]=[CH:28][N:27]=[C:25]([NH2:26])[C:24]=3[N:23]=[CH:22]2)[O:16]1. The yield is 0.877. (2) The product is [F:1][C:2]1[CH:3]=[CH:4][C:5]([N:8]2[CH2:13][CH2:12][N:11]([CH2:14][CH2:15][CH2:16][N:17]3[CH2:23][CH2:22][CH:21]([OH:24])[C:20]4[N:25]([CH3:28])[CH:26]=[CH:27][C:19]=4[S:18]3(=[O:30])=[O:29])[CH2:10][CH2:9]2)=[CH:6][CH:7]=1. The catalyst is C(O)C. The yield is 0.770. The reactants are [F:1][C:2]1[CH:7]=[CH:6][C:5]([N:8]2[CH2:13][CH2:12][N:11]([CH2:14][CH2:15][CH2:16][N:17]3[CH2:23][CH2:22][C:21](=[O:24])[C:20]4[N:25]([CH3:28])[CH:26]=[CH:27][C:19]=4[S:18]3(=[O:30])=[O:29])[CH2:10][CH2:9]2)=[CH:4][CH:3]=1.[BH4-].[Na+].[Cl-].[NH4+].C(=O)([O-])O.[Na+]. (3) The reactants are [C:1](=[O:20])([O:5][CH:6]([N:8]1[N:12]=[N:11][C:10]([C:13]2[N:17]([CH3:18])[N:16]=[CH:15][C:14]=2[I:19])=[N:9]1)[CH3:7])[O:2][CH2:3][CH3:4].C(=O)(O[C@@H](N1N=NC(C2N(C)N=CC=2I)=N1)C)OCC. No catalyst specified. The product is [C:1](=[O:20])([O:5][C@H:6]([N:8]1[N:12]=[N:11][C:10]([C:13]2[N:17]([CH3:18])[N:16]=[CH:15][C:14]=2[I:19])=[N:9]1)[CH3:7])[O:2][CH2:3][CH3:4]. The yield is 0.992. (4) The reactants are Cl[C:2]1[CH:7]=[CH:6][C:5]([C:8]([F:11])([F:10])[F:9])=[CH:4][N:3]=1.[C:12]([O:16][C:17]([N:19]1[CH2:24][CH2:23][CH:22]([NH2:25])[CH2:21][CH2:20]1)=[O:18])([CH3:15])([CH3:14])[CH3:13].[OH-].[Na+]. The catalyst is CC(N(C)C)=O. The product is [C:12]([O:16][C:17]([N:19]1[CH2:24][CH2:23][CH:22]([NH:25][C:2]2[CH:7]=[CH:6][C:5]([C:8]([F:11])([F:10])[F:9])=[CH:4][N:3]=2)[CH2:21][CH2:20]1)=[O:18])([CH3:15])([CH3:13])[CH3:14]. The yield is 0.150. (5) The reactants are Cl.[Cl:2][C:3]1[CH:8]=[CH:7][C:6]([CH2:9][CH:10]2[CH2:15][CH2:14][NH:13][CH2:12][CH2:11]2)=[CH:5][C:4]=1[S:16]([NH2:19])(=[O:18])=[O:17]. The catalyst is CO.[Pd]. The product is [ClH:2].[NH:13]1[CH2:14][CH2:15][CH:10]([CH2:9][C:6]2[CH:5]=[C:4]([S:16]([NH2:19])(=[O:17])=[O:18])[CH:3]=[CH:8][CH:7]=2)[CH2:11][CH2:12]1. The yield is 1.00. (6) The reactants are Cl.[CH:2]1([CH2:5][CH2:6][NH2:7])[CH2:4][CH2:3]1.C(N(C(C)C)CC)(C)C.[N+:17]([C:20]1[CH:21]=[C:22]([N:26]=[C:27]=[O:28])[CH:23]=[CH:24][CH:25]=1)([O-:19])=[O:18].[C:29](Cl)(=[O:34])[CH2:30][C:31](Cl)=[O:32]. The catalyst is C(Cl)(Cl)Cl. The product is [CH:2]1([CH2:5][CH2:6][N:7]2[C:31](=[O:32])[CH2:30][C:29](=[O:34])[N:26]([C:22]3[CH:23]=[CH:24][CH:25]=[C:20]([N+:17]([O-:19])=[O:18])[CH:21]=3)[C:27]2=[O:28])[CH2:4][CH2:3]1. The yield is 0.400. (7) The reactants are [Cl:1][C:2]1[CH:7]=[CH:6][C:5]([C:8]2[CH:13]=[C:12]([CH3:14])[N:11]=[CH:10][C:9]=2[CH2:15][OH:16])=[C:4](F)[CH:3]=1.[H-].[Na+]. The catalyst is O1CCCC1. The product is [Cl:1][C:2]1[CH:7]=[CH:6][C:5]2[C:8]3[C:9](=[CH:10][N:11]=[C:12]([CH3:14])[CH:13]=3)[CH2:15][O:16][C:4]=2[CH:3]=1. The yield is 0.690.